This data is from Reaction yield outcomes from USPTO patents with 853,638 reactions. The task is: Predict the reaction yield, written as a fraction of the theoretical maximum amount of product (1.0 means a 100% yield; for example, 0.34 means a 34% yield). (1) The reactants are [C:1]1([CH:7]([C:23]2[CH:28]=[CH:27][CH:26]=[CH:25][CH:24]=2)[N:8]2[CH2:11]C(NCC3C=CC=CC=3)(C(O)=O)[CH2:9]2)[CH:6]=[CH:5][CH:4]=[CH:3][CH:2]=1.C([N:32](CC)[CH:33]([CH3:35])[CH3:34])(C)C.C[CH:39]([NH2:41])[CH3:40].C([O:45][CH2:46][CH3:47])(=O)C. The catalyst is CN(C=O)C. The product is [C:23]1([CH:7]([C:1]2[CH:2]=[CH:3][CH:4]=[CH:5][CH:6]=2)[N:8]2[CH2:9][C:47]([NH:41][CH2:39][C:40]3[CH:5]=[CH:6][CH:1]=[CH:2][CH:3]=3)([C:46]([NH:32][CH:33]([CH3:34])[CH3:35])=[O:45])[CH2:11]2)[CH:24]=[CH:25][CH:26]=[CH:27][CH:28]=1. The yield is 0.920. (2) The reactants are C([N:4]([CH:41]([CH3:43])[CH3:42])[C:5]1[CH:10]=[CH:9][C:8]([C:11]2[S:15][C:14]([C:16]3[C:37]([Cl:38])=[CH:36][C:19]([O:20][CH2:21][C@H:22]4[CH2:26][O:25][C:24]([CH3:28])([CH3:27])[N:23]4[C:29]([O:31][C:32]([CH3:35])([CH3:34])[CH3:33])=[O:30])=[C:18]([F:39])[CH:17]=3)=[N:13][N:12]=2)=[CH:7][C:6]=1[Cl:40])C=C.CN1C(=O)CC(=O)N(C)C1=O. The catalyst is C(O)C.CC([O-])=O.CC([O-])=O.[Pd+2]. The product is [Cl:38][C:37]1[C:16]([C:14]2[S:15][C:11]([C:8]3[CH:9]=[CH:10][C:5]([NH:4][CH:41]([CH3:42])[CH3:43])=[C:6]([Cl:40])[CH:7]=3)=[N:12][N:13]=2)=[CH:17][C:18]([F:39])=[C:19]([CH:36]=1)[O:20][CH2:21][C@H:22]1[CH2:26][O:25][C:24]([CH3:28])([CH3:27])[N:23]1[C:29]([O:31][C:32]([CH3:35])([CH3:34])[CH3:33])=[O:30]. The yield is 0.687. (3) The reactants are [CH:1]1([C:6]2[CH:7]=[C:8]([OH:12])[CH:9]=[CH:10][CH:11]=2)[CH2:5][CH2:4][CH2:3][CH2:2]1.[CH2:13](Br)[C:14]1[CH:19]=[CH:18][CH:17]=[CH:16][CH:15]=1.C(=O)([O-])[O-].[K+].[K+]. The catalyst is CC(C)=O. The product is [CH:1]1([C:6]2[CH:11]=[CH:10][CH:9]=[C:8]([O:12][CH2:13][C:14]3[CH:19]=[CH:18][CH:17]=[CH:16][CH:15]=3)[CH:7]=2)[CH2:2][CH2:3][CH2:4][CH2:5]1. The yield is 0.990. (4) The reactants are [Si:1]([O:8][CH2:9][C@@H:10]1[C@H:14]2[O:15][C:16]([CH3:19])([CH3:18])[O:17][C@H:13]2[C@H:12]([N:20]2[CH:28]=[N:27][C:26]3[C:21]2=[N:22][CH:23]=[N:24][C:25]=3[CH:29]=[CH2:30])[O:11]1)([C:4]([CH3:7])([CH3:6])[CH3:5])([CH3:3])[CH3:2].[CH3:31][O-:32].[Na+]. The catalyst is C(Cl)Cl. The product is [Si:1]([O:8][CH2:9][C@@H:10]1[C@H:14]2[O:15][C:16]([CH3:19])([CH3:18])[O:17][C@H:13]2[C@H:12]([N:20]2[CH:28]=[N:27][C:26]3[C:21]2=[N:22][CH:23]=[N:24][C:25]=3[CH2:29][CH2:30][O:32][CH3:31])[O:11]1)([C:4]([CH3:7])([CH3:6])[CH3:5])([CH3:2])[CH3:3]. The yield is 0.660. (5) The reactants are [Br:1][C:2]1[CH:7]=[CH:6][C:5](/[CH:8]=[CH:9]/[C:10]2[N:11]([CH2:23][C:24]3[CH:29]=[CH:28][C:27]([NH2:30])=[CH:26][CH:25]=3)[CH:12]=[C:13]([C:15]3[CH:20]=[CH:19][C:18]([Cl:21])=[CH:17][C:16]=3[Cl:22])[N:14]=2)=[CH:4][CH:3]=1.[CH3:31][S:32](Cl)(=[O:34])=[O:33]. No catalyst specified. The product is [Br:1][C:2]1[CH:3]=[CH:4][C:5](/[CH:8]=[CH:9]/[C:10]2[N:11]([CH2:23][C:24]3[CH:25]=[CH:26][C:27]([NH:30][S:32]([CH3:31])(=[O:34])=[O:33])=[CH:28][CH:29]=3)[CH:12]=[C:13]([C:15]3[CH:20]=[CH:19][C:18]([Cl:21])=[CH:17][C:16]=3[Cl:22])[N:14]=2)=[CH:6][CH:7]=1. The yield is 0.780. (6) The product is [ClH:20].[ClH:20].[NH2:8][C:9]1[S:10][C:11]([F:19])=[CH:12][N:13]=1. The yield is 1.00. The catalyst is O1CCOCC1. The reactants are C(OC([NH:8][C:9]1[S:10][C:11]([F:19])=[C:12](CN(OC)C)[N:13]=1)=O)(C)(C)C.[ClH:20].